This data is from Catalyst prediction with 721,799 reactions and 888 catalyst types from USPTO. The task is: Predict which catalyst facilitates the given reaction. (1) Reactant: [CH3:1][O:2][C:3]([C:5]1([C:9]2[CH:14]=[CH:13][C:12]([N+:15]([O-])=O)=[CH:11][CH:10]=2)[CH2:8][CH2:7][CH2:6]1)=[O:4].O.O.[Sn](Cl)Cl.[OH-].[Na+]. Product: [CH3:1][O:2][C:3]([C:5]1([C:9]2[CH:10]=[CH:11][C:12]([NH2:15])=[CH:13][CH:14]=2)[CH2:6][CH2:7][CH2:8]1)=[O:4]. The catalyst class is: 8. (2) Reactant: B(Br)(Br)Br.C[O:6][C:7]1[CH:12]=[CH:11][C:10](/[C:13](=[CH:22]\[CH:23]2[CH2:28][CH2:27][O:26][CH2:25][CH2:24]2)/[C:14]([NH:16][C:17]2[S:18][CH:19]=[CH:20][N:21]=2)=[O:15])=[CH:9][CH:8]=1. Product: [OH:6][C:7]1[CH:12]=[CH:11][C:10](/[C:13](=[CH:22]\[CH:23]2[CH2:28][CH2:27][O:26][CH2:25][CH2:24]2)/[C:14]([NH:16][C:17]2[S:18][CH:19]=[CH:20][N:21]=2)=[O:15])=[CH:9][CH:8]=1. The catalyst class is: 2. (3) Reactant: [Cl:1][C:2]1[C:10]2[CH:9]([CH2:11][C:12]([O:14][CH2:15][CH3:16])=[O:13])[O:8][B:7]([OH:17])[C:6]=2[CH:5]=[C:4]([O:18]C2CCCCO2)[CH:3]=1.Cl. Product: [Cl:1][C:2]1[C:10]2[CH:9]([CH2:11][C:12]([O:14][CH2:15][CH3:16])=[O:13])[O:8][B:7]([OH:17])[C:6]=2[CH:5]=[C:4]([OH:18])[CH:3]=1. The catalyst class is: 1.